Task: Predict the reactants needed to synthesize the given product.. Dataset: Full USPTO retrosynthesis dataset with 1.9M reactions from patents (1976-2016) (1) Given the product [C:38]([C:34]1[CH:33]=[C:32]([C:30]2[N:31]=[C:22]([N:19]3[CH2:20][CH2:21][CH:16]([O:15][CH2:14][C:13]([OH:40])=[O:12])[CH2:17][CH2:18]3)[CH:23]=[C:24]3[C:29]=2[N:28]=[CH:27][CH:26]=[CH:25]3)[CH:37]=[CH:36][CH:35]=1)#[N:39], predict the reactants needed to synthesize it. The reactants are: C(O)(C(F)(F)F)=O.C([O:12][C:13](=[O:40])[CH2:14][O:15][CH:16]1[CH2:21][CH2:20][N:19]([C:22]2[CH:23]=[C:24]3[C:29](=[C:30]([C:32]4[CH:37]=[CH:36][CH:35]=[C:34]([C:38]#[N:39])[CH:33]=4)[N:31]=2)[N:28]=[CH:27][CH:26]=[CH:25]3)[CH2:18][CH2:17]1)(C)(C)C. (2) Given the product [CH3:1][N:2]([CH2:4][CH2:5]/[CH:6]=[C:7]1/[C:8]2[CH:9]=[CH:10][CH:11]=[CH:12][C:13]=2[CH2:14][O:15][C:16]2[CH:21]=[CH:20][C:19]([CH2:22][C:23]([OH:25])=[O:24])=[CH:18][C:17]/1=2)[CH3:3].[ClH:26], predict the reactants needed to synthesize it. The reactants are: [CH3:1][N:2]([CH2:4][CH2:5]/[CH:6]=[C:7]1/[C:8]2[CH:9]=[CH:10][CH:11]=[CH:12][C:13]=2[CH2:14][O:15][C:16]2[CH:21]=[CH:20][C:19]([CH2:22][C:23]([OH:25])=[O:24])=[CH:18][C:17]/1=2)[CH3:3].[ClH:26].O1CCOCC1. (3) Given the product [CH2:29]([CH:26]1[CH2:27][CH2:28][N:23]([CH2:22][CH2:21][C:20]#[C:19][C:15]2[CH:14]=[C:13]3[C:18](=[CH:17][CH:16]=2)[NH:10][CH:11]=[CH:12]3)[CH2:24][CH2:25]1)[C:30]1[CH:35]=[CH:34][CH:33]=[CH:32][CH:31]=1, predict the reactants needed to synthesize it. The reactants are: C1(S([N:10]2[C:18]3[C:13](=[CH:14][C:15]([C:19]#[C:20][CH2:21][CH2:22][N:23]4[CH2:28][CH2:27][CH:26]([CH2:29][C:30]5[CH:35]=[CH:34][CH:33]=[CH:32][CH:31]=5)[CH2:25][CH2:24]4)=[CH:16][CH:17]=3)[CH:12]=[CH:11]2)(=O)=O)C=CC=CC=1.C1(S(N2C3C(=CC(Br)=CC=3)C=C2)(=O)=O)C=CC=CC=1.C(C1CCN(CCC#C)CC1)C1C=CC=CC=1. (4) Given the product [Cl:13][C:10]1[C:9]2[C:4](=[CH:5][C:6]([F:15])=[CH:7][C:8]=2[F:14])[N:3]=[C:2]([C:23]2[CH:22]=[C:21]([C:24](=[O:26])[CH3:25])[CH:20]=[CH:19][C:18]=2[S:17][CH3:16])[C:11]=1[CH3:12], predict the reactants needed to synthesize it. The reactants are: Cl[C:2]1[C:11]([CH3:12])=[C:10]([Cl:13])[C:9]2[C:4](=[CH:5][C:6]([F:15])=[CH:7][C:8]=2[F:14])[N:3]=1.[CH3:16][S:17][C:18]1[CH:23]=[CH:22][C:21]([C:24](=[O:26])[CH3:25])=[CH:20][C:19]=1B1OC(C)(C)C(C)(C)O1. (5) Given the product [CH3:1][O:2][C:3]1[C:4]([NH:27][C:28]2[C:29]([C:34]([NH:41][CH3:40])=[O:35])=[CH:30][N:31]=[CH:32][CH:33]=2)=[N:5][C:6]([C:9]2[C:17]3[C:12](=[CH:13][CH:14]=[CH:15][CH:16]=3)[N:11]([CH2:18][C:19]3[CH:20]=[CH:21][C:22]([O:25][CH3:26])=[CH:23][CH:24]=3)[N:10]=2)=[N:7][CH:8]=1, predict the reactants needed to synthesize it. The reactants are: [CH3:1][O:2][C:3]1[C:4]([NH:27][C:28]2[CH:33]=[CH:32][N:31]=[CH:30][C:29]=2[C:34]([O-])=[O:35])=[N:5][C:6]([C:9]2[C:17]3[C:12](=[CH:13][CH:14]=[CH:15][CH:16]=3)[N:11]([CH2:18][C:19]3[CH:24]=[CH:23][C:22]([O:25][CH3:26])=[CH:21][CH:20]=3)[N:10]=2)=[N:7][CH:8]=1.[Li+].C1C[N:41]([P+](ON2N=NC3C=CC=CC2=3)(N2CCCC2)N2CCCC2)[CH2:40]C1.F[P-](F)(F)(F)(F)F.C(N(CC)C(C)C)(C)C.CN.O1CCCC1. (6) Given the product [C:11]([O:10][C:9](=[O:15])[NH:8][C:4]1[CH:5]=[CH:6][CH:7]=[C:2]([O:1][CH2:26][C:25]#[CH:32])[CH:3]=1)([CH3:12])([CH3:14])[CH3:13], predict the reactants needed to synthesize it. The reactants are: [OH:1][C:2]1[CH:3]=[C:4]([NH:8][C:9](=[O:15])[O:10][C:11]([CH3:14])([CH3:13])[CH3:12])[CH:5]=[CH:6][CH:7]=1.C([O-])([O-])=O.[K+].[K+].[Na+].[I-].Cl[C:25]1[CH:26]=C(C=C[CH:32]=1)CBr. (7) Given the product [CH3:30][N:31]1[CH:35]=[C:34]([S:36]([N:18]2[C:19]3[CH:20]=[CH:21][C:22]([C:25]([N:41]4[CH2:42][CH2:3][CH:2]([CH3:5])[CH2:1][CH2:40]4)=[O:26])=[CH:23][C:24]=3[C:16]3[CH2:15][N:14]([C:12]([O:11][C:7]([CH3:10])([CH3:9])[CH3:8])=[O:13])[CH2:29][CH2:28][C:17]2=3)(=[O:38])=[O:37])[N:33]=[CH:32]1, predict the reactants needed to synthesize it. The reactants are: [CH3:1][C:2]([CH3:5])([O-])[CH3:3].[K+].[C:7]([O:11][C:12]([N:14]1[CH2:29][CH2:28][C:17]2[NH:18][C:19]3[CH:20]=[CH:21][C:22]([C:25](O)=[O:26])=[CH:23][C:24]=3[C:16]=2[CH2:15]1)=[O:13])([CH3:10])([CH3:9])[CH3:8].[CH3:30][N:31]1[CH:35]=[C:34]([S:36](Cl)(=[O:38])=[O:37])[N:33]=[CH:32]1.[CH3:40][N:41](C=O)[CH3:42].